This data is from Acute oral toxicity (LD50) regression data from Zhu et al.. The task is: Regression/Classification. Given a drug SMILES string, predict its toxicity properties. Task type varies by dataset: regression for continuous values (e.g., LD50, hERG inhibition percentage) or binary classification for toxic/non-toxic outcomes (e.g., AMES mutagenicity, cardiotoxicity, hepatotoxicity). Dataset: ld50_zhu. (1) The molecule is CCC1(CC)C(=O)NCC(C)C1=O. The rat oral LD50 is 2.33, given as -log10 of the dose in mol/kg body weight (higher means more acutely toxic). (2) The drug is NC(=O)C1(N2CCCCC2)CCN(CCCN2c3ccccc3CCc3ccccc32)CC1. The rat oral LD50 is 2.64, given as -log10 of the dose in mol/kg body weight (higher means more acutely toxic). (3) The drug is CCOCCOCCOC. The rat oral LD50 is 1.36, given as -log10 of the dose in mol/kg body weight (higher means more acutely toxic). (4) The rat oral LD50 is 1.20, given as -log10 of the dose in mol/kg body weight (higher means more acutely toxic). The molecule is COCC(C)O.